From a dataset of Forward reaction prediction with 1.9M reactions from USPTO patents (1976-2016). Predict the product of the given reaction. (1) Given the reactants [Br:1][C:2]1[C:3]([O:15][CH2:16][CH2:17][CH:18]([CH3:25])[CH2:19][CH2:20][CH2:21][CH:22]([CH3:24])[CH3:23])=[CH:4][C:5]2[NH:6][C:7]3[C:12]([C:13]=2[CH:14]=1)=[CH:11][CH:10]=[CH:9][CH:8]=3.[OH-].[Na+].[CH3:28][CH:29]([CH2:33][CH2:34][CH2:35][CH:36]([CH3:38])[CH3:37])[CH2:30][CH2:31]Br, predict the reaction product. The product is: [Br:1][C:2]1[C:3]([O:15][CH2:16][CH2:17][CH:18]([CH3:25])[CH2:19][CH2:20][CH2:21][CH:22]([CH3:24])[CH3:23])=[CH:4][C:5]2[N:6]([CH2:31][CH2:30][CH:29]([CH3:28])[CH2:33][CH2:34][CH2:35][CH:36]([CH3:38])[CH3:37])[C:7]3[C:12]([C:13]=2[CH:14]=1)=[CH:11][CH:10]=[CH:9][CH:8]=3. (2) The product is: [CH3:31][CH:30]([CH3:32])[C:29]([NH:28][C:24]1[CH:25]=[CH:26][CH:27]=[C:22]([CH:19]2[CH2:18][CH2:17][N:16]([CH2:15][CH2:14][CH2:13][NH:12][C:2]([NH:1][C:4]3[CH:9]=[CH:8][CH:7]=[CH:6][C:5]=3[S:10][CH3:11])=[O:3])[CH2:21][CH2:20]2)[CH:23]=1)=[O:33]. Given the reactants [N:1]([C:4]1[CH:9]=[CH:8][CH:7]=[CH:6][C:5]=1[S:10][CH3:11])=[C:2]=[O:3].[NH2:12][CH2:13][CH2:14][CH2:15][N:16]1[CH2:21][CH2:20][CH:19]([C:22]2[CH:23]=[C:24]([NH:28][C:29](=[O:33])[CH:30]([CH3:32])[CH3:31])[CH:25]=[CH:26][CH:27]=2)[CH2:18][CH2:17]1, predict the reaction product. (3) Given the reactants [NH2:1][C:2]1[CH:3]=[C:4]([N:8]([C:16]2([C:40]([O:42][CH3:43])=[O:41])[CH2:21][CH2:20][N:19]([CH2:22][CH:23]([C:34]3[CH:39]=[CH:38][CH:37]=[CH:36][CH:35]=3)[C:24]([O:26][CH2:27][C:28]3[CH:33]=[CH:32][CH:31]=[CH:30][CH:29]=3)=[O:25])[CH2:18][CH2:17]2)[C:9]([C:11]2[O:12][CH:13]=[CH:14][CH:15]=2)=[O:10])[CH:5]=[CH:6][CH:7]=1.C(N(CC)CC)C.[C:51](OC(=O)C)(=[O:53])[CH3:52].C(=O)([O-])O.[Na+], predict the reaction product. The product is: [C:51]([NH:1][C:2]1[CH:3]=[C:4]([N:8]([C:16]2([C:40]([O:42][CH3:43])=[O:41])[CH2:21][CH2:20][N:19]([CH2:22][CH:23]([C:34]3[CH:35]=[CH:36][CH:37]=[CH:38][CH:39]=3)[C:24]([O:26][CH2:27][C:28]3[CH:29]=[CH:30][CH:31]=[CH:32][CH:33]=3)=[O:25])[CH2:18][CH2:17]2)[C:9]([C:11]2[O:12][CH:13]=[CH:14][CH:15]=2)=[O:10])[CH:5]=[CH:6][CH:7]=1)(=[O:53])[CH3:52]. (4) Given the reactants [CH:1]1[C:10]2[C:5](=[CH:6][CH:7]=[CH:8][CH:9]=2)[CH:4]=[CH:3][C:2]=1[CH2:11][OH:12].[C:13](Cl)([Cl:15])=[O:14], predict the reaction product. The product is: [C:13]([Cl:15])(=[O:14])[O:12][CH2:11][C:2]1[CH:3]=[CH:4][C:5]2[C:10](=[CH:9][CH:8]=[CH:7][CH:6]=2)[CH:1]=1. (5) The product is: [Cl:1][C:2]1[CH:3]=[C:4]([NH:22][C:23](=[O:28])[CH2:24][C:25]([O-:27])=[O:26])[CH:5]=[C:6]([CH3:21])[C:7]=1[O:8][C:9]1[CH:10]=[C:11]2[C:15](=[CH:16][CH:17]=1)[NH:14][CH:13]=[C:12]2[CH:18]([CH3:19])[CH3:20].[Na+:30]. Given the reactants [Cl:1][C:2]1[CH:3]=[C:4]([NH:22][C:23](=[O:28])[CH2:24][C:25]([OH:27])=[O:26])[CH:5]=[C:6]([CH3:21])[C:7]=1[O:8][C:9]1[CH:10]=[C:11]2[C:15](=[CH:16][CH:17]=1)[NH:14][CH:13]=[C:12]2[CH:18]([CH3:20])[CH3:19].[OH-].[Na+:30], predict the reaction product.